From a dataset of Drug-target binding data from BindingDB using Ki measurements. Regression. Given a target protein amino acid sequence and a drug SMILES string, predict the binding affinity score between them. We predict pKi (pKi = -log10(Ki in M); higher means stronger inhibition). Dataset: bindingdb_ki. (1) The small molecule is Oc1c(Cl)cccc1Cl. The target protein sequence is METNHITSLHHITICTGTAQGDIDFFVKVMGQRFVKRTLFYDGSIPIYHLYFADELGTPGTVMTTFPTRRTGQKGRKGSNQFTVCTYAIPKGSLEWWIGHLNAHGIATGEPGTRFGQRYVGFQHPDCGIDFEVLEDENDTRQPYDSPYVPIEHAQRGFHSWTASVRELEDMDFFMENCWNFEKIGEEGNRHRYRVKGTTESGTIIDLLHEPDRRQGSWTIAEGIIHHGAFAVPDMDIQARIKFETEGVGFTDFSDRKNRGYFESTYVRTPGGVMFEATHSLGFTHDEDERSLGMDLKVSPQFDDKKHLIEQAMEDDPIVV. The pKi is 4.3. (2) The compound is COc1ccc(NC(=O)CN(C)S(=O)(=O)c2cc(Br)cnc2N)cc1Cl. The target protein (O69721) has sequence MTRTVAAPPVCVLGLGLIGGSIMRAAAAAGREVFGYNRSVEGAHGARSDGFDAITDLNQTLTRAAATEALIVLAVPMPALPGMLAHIRKSAPGCPLTDVTSVKCAVLDEVTAAGLQARYVGGHPMTGTAHSGWTAGHGGLFNRAPWVVSVDDHVDPTVWSMVMTLALDCGAMVVPAKSDEHDAAAAAVSHLPHLLAEALAVTAAEVPLAFALAAGSFRDATRVAATAPDLVRAMCEANTGQLAPAADRIIDLLSRARDSLQSHGSIADLADAGHAARTRYDSFPRSDIVTVVIGADKWREQLAAAGRAGGVITSALPSLDSPQ. The pKi is 7.1. (3) The drug is O=C(CCCN1CCc2ccccc2C1)c1ccccc1. The target protein (P08909) has sequence MVNLGNAVRSLLMHLIGLLVWQFDISISPVAAIVTDTFNSSDGGRLFQFPDGVQNWPALSIVVIIIMTIGGNILVIMAVSMEKKLHNATNYFLMSLAIADMLVGLLVMPLSLLAILYDYVWPLPRYLCPVWISLDVLFSTASIMHLCAISLDRYVAIRNPIEHSRFNSRTKAIMKIAIVWAISIGVSVPIPVIGLRDESKVFVNNTTCVLNDPNFVLIGSFVAFFIPLTIMVITYFLTIYVLRRQTLMLLRGHTEEELANMSLNFLNCCCKKNGGEEENAPNPNPDQKPRRKKKEKRPRGTMQAINNEKKASKVLGIVFFVFLIMWCPFFITNILSVLCGKACNQKLMEKLLNVFVWIGYVCSGINPLVYTLFNKIYRRAFSKYLRCDYKPDKKPPVRQIPRVAATALSGRELNVNIYRHTNERVARKANDPEPGIEMQVENLELPVNPSNVVSERISSV. The pKi is 6.2. (4) The compound is COc1cccc(-c2c(C)n(Cc3c(F)cccc3F)c(=O)n(C[C@H](N)c3ccccc3)c2=O)c1F. The target protein (Q8SPZ1) has sequence VAFATSFTVCWTPYYVLGIWYWFDPEMLNRVSDPVNHFFFLFAFLNPCFDPLIYGYFSL. The pKi is 8.2. (5) The compound is CC[C@H](C)[C@H](NC(=O)[C@H](Cc1ccc(O)cc1)NC(=O)[C@@H]1CCCN1C(=O)[C@H](CCCN=C(N)N)NC(=O)[C@@H](N)CCCN=C(N)N)C(=O)N[C@H](CC(=O)O)CC(C)C. The target protein (P30989) has sequence MRLNSSAPGTPGTPAADPFQRAQAGLEEALLAPGFGNASGNASERVLAAPSSELDVNTDIYSKVLVTAVYLALFVVGTVGNTVTAFTLARKKSLQSLQSTVHYHLGSLALSDLLTLLLAMPVELYNFIWVHHPWAFGDAGCRGYYFLRDACTYATALNVASLSVERYLAICHPFKAKTLMSRSRTKKFISAIWLASALLAVPMLFTMGEQNRSADGQHAGGLVCTPTIHTATVKVVIQVNTFMSFIFPMVVISVLNTIIANKLTVMVRQAAEQGQVCTVGGEHSTFSMAIEPGRVQALRHGVRVLRAVVIAFVVCWLPYHVRRLMFCYISDEQWTPFLYDFYHYFYMVTNALFYVSSTINPILYNLVSANFRHIFLATLACLCPVWRRRRKRPAFSRKADSVSSNHTLSSNATRETLY. The pKi is 8.1. (6) The small molecule is CC(=O)[C@H]1CC[C@H]2[C@@H]3CCC4=CC(=O)CC[C@]4(C)[C@H]3CC[C@]12C. The target protein (Q15125) has sequence MTTNAGPLHPYWPQHLRLDNFVPNDRPTWHILAGLFSVTGVLVVTTWLLSGRAAVVPLGTWRRLSLCWFAVCGFIHLVIEGWFVLYYEDLLGDQAFLSQLWKEYAKGDSRYILGDNFTVCMETITACLWGPLSLWVVIAFLRQHPLRFILQLVVSVGQIYGDVLYFLTEHRDGFQHGELGHPLYFWFYFVFMNALWLVLPGVLVLDAVKHLTHAQSTLDAKATKAKSKKN. The pKi is 4.0.